Dataset: Forward reaction prediction with 1.9M reactions from USPTO patents (1976-2016). Task: Predict the product of the given reaction. Given the reactants [NH2:1][CH2:2][CH2:3][O:4][CH2:5][CH2:6][N:7]([CH2:11][CH2:12][CH3:13])[CH2:8][CH2:9][CH3:10].C(OC)(OC)OC.[C:21]([O:25][C:26](=[O:37])[NH:27][CH2:28][C:29]1[CH:34]=[CH:33][C:32]([CH:35]=O)=[CH:31][CH:30]=1)([CH3:24])([CH3:23])[CH3:22].[BH4-].[Na+], predict the reaction product. The product is: [C:21]([O:25][C:26](=[O:37])[NH:27][CH2:28][C:29]1[CH:30]=[CH:31][C:32]([CH2:35][NH:1][CH2:2][CH2:3][O:4][CH2:5][CH2:6][N:7]([CH2:11][CH2:12][CH3:13])[CH2:8][CH2:9][CH3:10])=[CH:33][CH:34]=1)([CH3:24])([CH3:23])[CH3:22].